Dataset: Reaction yield outcomes from USPTO patents with 853,638 reactions. Task: Predict the reaction yield, written as a fraction of the theoretical maximum amount of product (1.0 means a 100% yield; for example, 0.34 means a 34% yield). (1) The reactants are [OH:1][NH:2][C:3](=[NH:7])[CH:4]([CH3:6])[CH3:5].[OH:8][CH:9]1[CH2:14][CH2:13][N:12]([C:15]#N)[CH2:11][CH2:10]1. The catalyst is CCOCC.C(OCC)(=O)C.[Cl-].[Cl-].[Zn+2]. The product is [CH:4]([C:3]1[N:7]=[C:15]([N:12]2[CH2:13][CH2:14][CH:9]([OH:8])[CH2:10][CH2:11]2)[O:1][N:2]=1)([CH3:6])[CH3:5]. The yield is 0.710. (2) The reactants are [NH2:1][C@@H:2]([CH2:33][C:34]1[CH:39]=[CH:38][CH:37]=[CH:36][CH:35]=1)[C@@H:3]([OH:32])[CH2:4][C@@H:5]([NH:19][C:20]([C@@H:22]([NH:27][C:28](=[O:31])[O:29][CH3:30])[C:23]([CH3:26])([CH3:25])[CH3:24])=[O:21])[CH2:6][C:7]1[CH:12]=[CH:11][C:10]([C:13]2[CH:18]=[CH:17][CH:16]=[CH:15][N:14]=2)=[CH:9][CH:8]=1.[O:40]=[C:41]1[N:45]([CH2:46][C:47]2[N:48]=[C:49]([C:52]3[CH:53]=[N:54][CH:55]=[CH:56][CH:57]=3)[S:50][CH:51]=2)[C:44](=[O:58])[CH2:43][N:42]1[C@@H:59]([C@@H:63]([CH3:66])[CH2:64][CH3:65])[C:60](O)=[O:61].CCOP(ON1N=NC2C=CC=CC=2C1=O)(OCC)=O.C(N(CC)C(C)C)(C)C. The catalyst is C1COCC1. The product is [O:40]=[C:41]1[N:45]([CH2:46][C:47]2[N:48]=[C:49]([C:52]3[CH:53]=[N:54][CH:55]=[CH:56][CH:57]=3)[S:50][CH:51]=2)[C:44](=[O:58])[CH2:43][N:42]1[C@@H:59]([CH:63]([CH3:66])[CH2:64][CH3:65])[C:60]([NH:1][C@@H:2]([CH2:33][C:34]1[CH:35]=[CH:36][CH:37]=[CH:38][CH:39]=1)[C@@H:3]([OH:32])[CH2:4][C@@H:5]([NH:19][C:20]([C@@H:22]([NH:27][C:28](=[O:31])[O:29][CH3:30])[C:23]([CH3:26])([CH3:25])[CH3:24])=[O:21])[CH2:6][C:7]1[CH:12]=[CH:11][C:10]([C:13]2[CH:18]=[CH:17][CH:16]=[CH:15][N:14]=2)=[CH:9][CH:8]=1)=[O:61]. The yield is 0.860. (3) The reactants are [C:1]([O:5][C:6](=[O:39])[NH:7][CH2:8][C:9]1[CH:38]=[CH:37][C:12]2[N:13]([CH2:32][CH2:33][CH2:34][CH2:35]O)[C:14]([CH2:16][N:17]3[C:26]4[C:21](=[CH:22][CH:23]=[CH:24][CH:25]=4)[C:20](=[O:27])[N:19]([CH:28]4[CH2:30][CH2:29]4)[C:18]3=[O:31])=[N:15][C:11]=2[CH:10]=1)([CH3:4])([CH3:3])[CH3:2].CCN(S(F)(F)[F:46])CC. The catalyst is C(Cl)Cl. The product is [C:1]([O:5][C:6](=[O:39])[NH:7][CH2:8][C:9]1[CH:38]=[CH:37][C:12]2[N:13]([CH2:32][CH2:33][CH2:34][CH2:35][F:46])[C:14]([CH2:16][N:17]3[C:26]4[C:21](=[CH:22][CH:23]=[CH:24][CH:25]=4)[C:20](=[O:27])[N:19]([CH:28]4[CH2:30][CH2:29]4)[C:18]3=[O:31])=[N:15][C:11]=2[CH:10]=1)([CH3:4])([CH3:3])[CH3:2]. The yield is 0.770. (4) The reactants are [N:1]1([C:20]([O:22][CH2:23][C:24]2[CH:29]=[CH:28][CH:27]=[CH:26][CH:25]=2)=[O:21])[CH2:5][CH2:4][CH:3]([C:6]([O:8]C(C)(C)C)=[O:7])[N:2]1C(OC(C)(C)C)=O.C(O)(C(F)(F)F)=O.O. The catalyst is ClCCl. The product is [C:24]1([CH2:23][O:22][C:20]([N:1]2[CH2:5][CH2:4][CH:3]([C:6]([OH:8])=[O:7])[NH:2]2)=[O:21])[CH:29]=[CH:28][CH:27]=[CH:26][CH:25]=1. The yield is 1.00.